Dataset: Peptide-MHC class II binding affinity with 134,281 pairs from IEDB. Task: Regression. Given a peptide amino acid sequence and an MHC pseudo amino acid sequence, predict their binding affinity value. This is MHC class II binding data. (1) The peptide sequence is TATSASAGWDTVLQS. The MHC is HLA-DQA10201-DQB10202 with pseudo-sequence HLA-DQA10201-DQB10202. The binding affinity (normalized) is 0.303. (2) The peptide sequence is FEIKCTKPEACSGEP. The MHC is HLA-DPA10201-DPB11401 with pseudo-sequence HLA-DPA10201-DPB11401. The binding affinity (normalized) is 0. (3) The peptide sequence is QRLMRKQRRDDGDLK. The MHC is DRB1_0101 with pseudo-sequence DRB1_0101. The binding affinity (normalized) is 0.0324.